Dataset: Reaction yield outcomes from USPTO patents with 853,638 reactions. Task: Predict the reaction yield, written as a fraction of the theoretical maximum amount of product (1.0 means a 100% yield; for example, 0.34 means a 34% yield). The reactants are CO[C:3](=[O:22])[C:4]1[CH:9]=[CH:8][C:7]([NH:10][CH2:11][C:12]2[C:13]([CH2:18][CH2:19][CH2:20][CH3:21])=[N:14][O:15][C:16]=2[CH3:17])=[N:6][CH:5]=1.[NH2:23][CH:24]([CH3:27])[CH2:25][OH:26]. No catalyst specified. The product is [CH2:18]([C:13]1[C:12]([CH2:11][NH:10][C:7]2[CH:8]=[CH:9][C:4]([C:3]([NH:23][CH:24]([CH3:27])[CH2:25][OH:26])=[O:22])=[CH:5][N:6]=2)=[C:16]([CH3:17])[O:15][N:14]=1)[CH2:19][CH2:20][CH3:21]. The yield is 0.540.